From a dataset of Reaction yield outcomes from USPTO patents with 853,638 reactions. Predict the reaction yield, written as a fraction of the theoretical maximum amount of product (1.0 means a 100% yield; for example, 0.34 means a 34% yield). (1) The reactants are COC[O:4][C:5]1[CH:10]=[C:9]([CH3:11])[C:8]([C:12]2[CH:17]=[CH:16][CH:15]=[C:14]([C:18]([O:20][CH3:21])=[O:19])[C:13]=2[CH3:22])=[C:7]([CH3:23])[CH:6]=1.Cl.CO. The catalyst is CO. The product is [OH:4][C:5]1[CH:6]=[C:7]([CH3:23])[C:8]([C:12]2[CH:17]=[CH:16][CH:15]=[C:14]([C:18]([O:20][CH3:21])=[O:19])[C:13]=2[CH3:22])=[C:9]([CH3:11])[CH:10]=1. The yield is 0.960. (2) The reactants are [C:1](N1C=CN=C1)(N1C=CN=C1)=[S:2].[C:13]1([NH:19][CH2:20][CH2:21][NH2:22])[CH:18]=[CH:17][CH:16]=[CH:15][CH:14]=1.C(Cl)Cl. The catalyst is C1COCC1. The product is [C:13]1([N:19]2[CH2:20][CH2:21][NH:22][C:1]2=[S:2])[CH:18]=[CH:17][CH:16]=[CH:15][CH:14]=1. The yield is 0.353.